This data is from Forward reaction prediction with 1.9M reactions from USPTO patents (1976-2016). The task is: Predict the product of the given reaction. (1) The product is: [NH2:18][N:1]1[C:2]([C:32](=[O:33])[NH2:31])=[CH:3][C:13]([C:12]([O:16][CH3:17])=[O:15])=[CH:14]1. Given the reactants [N:1]1(C([O-])=O)C=C[C:3](C([O-])=O)=[CH:2]1.[C:12]([O:16][CH3:17])(=[O:15])[C:13]#[CH:14].[N+:18](CC(OCC)=O)#[C-].[H-].[Na+].NCl.C[N:31](C)[CH:32]=[O:33], predict the reaction product. (2) Given the reactants C([N:20]1[CH:24]=[C:23]([C:25]2[CH:40]=[CH:39][CH:38]=[CH:37][C:26]=2[O:27][CH2:28][CH2:29][C:30]2[CH:36]=[CH:35][C:33]([NH2:34])=[CH:32][CH:31]=2)[N:22]=[CH:21]1)(C1C=CC=CC=1)(C1C=CC=CC=1)C1C=CC=CC=1.Cl[C:42](Cl)([O:44]C(=O)OC(Cl)(Cl)Cl)Cl.[O:53]1[CH2:58][CH2:57][CH:56]([NH2:59])[CH2:55][CH2:54]1.C(=O)(O)[O-].[Na+], predict the reaction product. The product is: [NH:20]1[CH:24]=[C:23]([C:25]2[CH:40]=[CH:39][CH:38]=[CH:37][C:26]=2[O:27][CH2:28][CH2:29][C:30]2[CH:31]=[CH:32][C:33]([NH:34][C:42]([NH:59][CH:56]3[CH2:57][CH2:58][O:53][CH2:54][CH2:55]3)=[O:44])=[CH:35][CH:36]=2)[N:22]=[CH:21]1. (3) Given the reactants [CH3:1][O:2][C:3](=[O:28])[C:4]([O:7][C:8]1[CH:13]=[C:12]([F:14])[C:11]([Cl:15])=[CH:10][C:9]=1/[CH:16]=[C:17]1\[C:18](=[O:27])[NH:19][C:20]2[C:25]\1=[CH:24][CH:23]=[C:22]([Cl:26])[CH:21]=2)([CH3:6])[CH3:5].[C:29]([O:33][C:34](O[C:34]([O:33][C:29]([CH3:32])([CH3:31])[CH3:30])=[O:35])=[O:35])([CH3:32])([CH3:31])[CH3:30], predict the reaction product. The product is: [C:29]([O:33][C:34]([N:19]1[C:20]2[C:25](=[CH:24][CH:23]=[C:22]([Cl:26])[CH:21]=2)/[C:17](=[CH:16]/[C:9]2[CH:10]=[C:11]([Cl:15])[C:12]([F:14])=[CH:13][C:8]=2[O:7][C:4]([C:3]([O:2][CH3:1])=[O:28])([CH3:6])[CH3:5])/[C:18]1=[O:27])=[O:35])([CH3:32])([CH3:31])[CH3:30].